This data is from Forward reaction prediction with 1.9M reactions from USPTO patents (1976-2016). The task is: Predict the product of the given reaction. (1) The product is: [F:1][C:2]1[CH:10]=[CH:9][C:5]([C:6]([N:15]([CH2:14][C:13]2[CH:23]=[C:24]([C:27]3[CH:28]=[C:29]4[C:33](=[CH:34][CH:35]=3)[NH:32][CH:31]=[CH:30]4)[CH:25]=[CH:26][C:12]=2[F:11])[CH2:16][CH2:17][N:18]2[CH2:22][CH2:21][CH2:20][CH2:19]2)=[O:7])=[CH:4][CH:3]=1. Given the reactants [F:1][C:2]1[CH:10]=[CH:9][C:5]([C:6](Cl)=[O:7])=[CH:4][CH:3]=1.[F:11][C:12]1[CH:26]=[CH:25][C:24]([C:27]2[CH:28]=[C:29]3[C:33](=[CH:34][CH:35]=2)[NH:32][CH:31]=[CH:30]3)=[CH:23][C:13]=1[CH2:14][NH:15][CH2:16][CH2:17][N:18]1[CH2:22][CH2:21][CH2:20][CH2:19]1.C(N(CC)CC)C, predict the reaction product. (2) Given the reactants [Br:1][C:2]1[CH:10]=[C:9]([F:11])[CH:8]=[C:7]2[C:3]=1[CH:4]=[C:5]([C:12]([O:14][CH3:15])=[O:13])[NH:6]2.[H-].[Na+].Br[CH2:19][CH2:20][CH2:21][C:22]([O:24][CH2:25][CH3:26])=[O:23].[NH4+].[Cl-], predict the reaction product. The product is: [Br:1][C:2]1[CH:10]=[C:9]([F:11])[CH:8]=[C:7]2[C:3]=1[CH:4]=[C:5]([C:12]([O:14][CH3:15])=[O:13])[N:6]2[CH2:19][CH2:20][CH2:21][C:22]([O:24][CH2:25][CH3:26])=[O:23].